From a dataset of Reaction yield outcomes from USPTO patents with 853,638 reactions. Predict the reaction yield, written as a fraction of the theoretical maximum amount of product (1.0 means a 100% yield; for example, 0.34 means a 34% yield). (1) The reactants are [C:1]([N:4]1[C:12]2[C:7](=[CH:8][C:9]([NH2:13])=[CH:10][CH:11]=2)[C:6]([C:14]2[CH:19]=[CH:18][CH:17]=[CH:16][CH:15]=2)=[N:5]1)(=[O:3])[CH3:2].C(N(CC)CC)C.Cl.[CH3:28][O:29][C:30](=[O:40])[C:31]1[CH:39]=[CH:38][C:34]([C:35](O)=[O:36])=[CH:33][CH:32]=1. The catalyst is CN(C)C1C=CN=CC=1.ClCCl. The product is [C:1]([N:4]1[C:12]2[C:7](=[CH:8][C:9]([NH:13][C:35]([C:34]3[CH:38]=[CH:39][C:31]([C:30]([O:29][CH3:28])=[O:40])=[CH:32][CH:33]=3)=[O:36])=[CH:10][CH:11]=2)[C:6]([C:14]2[CH:19]=[CH:18][CH:17]=[CH:16][CH:15]=2)=[N:5]1)(=[O:3])[CH3:2]. The yield is 0.750. (2) The reactants are Br[C:2]1[C:3]([C:9]([O:11][CH3:12])=[O:10])=[CH:4][C:5]([F:8])=[N:6][CH:7]=1.C([Sn](CCCC)(CCCC)[C:18]1[N:19]=[CH:20][N:21]([C:23]([C:36]2[CH:41]=[CH:40][CH:39]=[CH:38][CH:37]=2)([C:30]2[CH:35]=[CH:34][CH:33]=[CH:32][CH:31]=2)[C:24]2[CH:29]=[CH:28][CH:27]=[CH:26][CH:25]=2)[CH:22]=1)CCC. The catalyst is CC#N.O. The product is [F:8][C:5]1[CH:4]=[C:3]([C:9]([O:11][CH3:12])=[O:10])[C:2]([C:18]2[N:19]=[CH:20][N:21]([C:23]([C:24]3[CH:29]=[CH:28][CH:27]=[CH:26][CH:25]=3)([C:36]3[CH:37]=[CH:38][CH:39]=[CH:40][CH:41]=3)[C:30]3[CH:31]=[CH:32][CH:33]=[CH:34][CH:35]=3)[CH:22]=2)=[CH:7][N:6]=1. The yield is 0.670. (3) The reactants are [C:1]([N:4]1[CH2:9][CH2:8][N:7]([CH2:10][CH2:11][CH2:12][O:13][C:14]2[CH:19]=[CH:18][C:17]([N:20]3[CH2:25][CH2:24][N:23]([C:26]4[CH2:27][CH2:28][C:29]5[N:30]([C:32]([C:35]([F:38])([F:37])[F:36])=[N:33][N:34]=5)[N:31]=4)[CH2:22][CH2:21]3)=[CH:16][CH:15]=2)[CH2:6][CH2:5]1)(=[O:3])[CH3:2].[C:39](O)(=O)[CH2:40][CH2:41]CC. No catalyst specified. The product is [C:1]([N:4]1[CH2:9][CH2:8][N:7]([CH2:10][CH2:11][CH2:12][O:13][C:14]2[CH:15]=[CH:16][C:17]([N:20]3[CH2:25][CH2:24][N:23]([C:26]4[CH2:27][CH2:28][C:29]5[N:30]([C:32]([C:35]([F:37])([F:36])[F:38])=[N:33][N:34]=5)[N:31]=4)[CH2:22][CH2:21]3)=[CH:18][CH:19]=2)[CH2:6][CH2:5]1)(=[O:3])[CH2:2][CH2:39][CH2:40][CH3:41]. The yield is 0.700. (4) The reactants are [F:1][C:2]1[C:3]([CH3:16])=[C:4]2[C:9](=[CH:10][CH:11]=1)[N+:8]([O-])=[C:7](C#N)[C:6](=[O:15])[NH:5]2.S(S([O-])=O)([O-])=O.[Na+].[Na+].C#N.Cl.[OH-].[Na+]. The catalyst is C(O)C.O. The product is [F:1][C:2]1[C:3]([CH3:16])=[C:4]2[C:9]([N:8]=[CH:7][C:6](=[O:15])[NH:5]2)=[CH:10][CH:11]=1. The yield is 0.810. (5) The reactants are [C:1]([C:3]1[C:4]([C:23]2[CH:28]=[CH:27][C:26]([CH3:29])=[CH:25][CH:24]=2)=[C:5]([C:14]2[O:15][CH2:16][CH:17]([C:19]([O:21][CH3:22])=[O:20])[N:18]=2)[C:6]([CH3:13])=[N:7][C:8]=1[CH2:9][CH:10]([CH3:12])[CH3:11])#[N:2].C1CCN2C(=NCCC2)CC1.BrC(Cl)(Cl)Cl. The catalyst is ClCCl.C(OCC)(=O)C. The product is [C:1]([C:3]1[C:4]([C:23]2[CH:28]=[CH:27][C:26]([CH3:29])=[CH:25][CH:24]=2)=[C:5]([C:14]2[O:15][CH:16]=[C:17]([C:19]([O:21][CH3:22])=[O:20])[N:18]=2)[C:6]([CH3:13])=[N:7][C:8]=1[CH2:9][CH:10]([CH3:11])[CH3:12])#[N:2]. The yield is 0.630. (6) The reactants are FC(F)(F)C(O)=O.[C:8]([NH:11][C:12]1[CH:27]=[CH:26][C:15]2[NH:16][C:17]([C:19]([O:21]C(C)(C)C)=[O:20])=[N:18][C:14]=2[CH:13]=1)(=[O:10])[CH3:9]. The catalyst is ClCCl. The product is [C:8]([NH:11][C:12]1[CH:27]=[CH:26][C:15]2[NH:16][C:17]([C:19]([OH:21])=[O:20])=[N:18][C:14]=2[CH:13]=1)(=[O:10])[CH3:9]. The yield is 0.880. (7) The reactants are C(OC(=O)[NH:7][CH2:8][C:9]1[S:10][C:11]([C:14]2[C:22]3[C:17](=[N:18][CH:19]=[N:20][C:21]=3[NH2:23])[N:16]([CH:24]([C:26]3[O:27][C:28]4[C:33]([C:34](=[O:43])[C:35]=3[C:36]3[CH:41]=[CH:40][CH:39]=[C:38]([F:42])[CH:37]=3)=[CH:32][CH:31]=[CH:30][CH:29]=4)[CH3:25])[N:15]=2)=[CH:12][CH:13]=1)(C)(C)C. The catalyst is ClCCl.C(O)(C(F)(F)F)=O. The product is [NH2:23][C:21]1[N:20]=[CH:19][N:18]=[C:17]2[N:16]([CH:24]([C:26]3[O:27][C:28]4[C:33]([C:34](=[O:43])[C:35]=3[C:36]3[CH:41]=[CH:40][CH:39]=[C:38]([F:42])[CH:37]=3)=[CH:32][CH:31]=[CH:30][CH:29]=4)[CH3:25])[N:15]=[C:14]([C:11]3[S:10][C:9]([CH2:8][NH2:7])=[CH:13][CH:12]=3)[C:22]=12. The yield is 0.510. (8) The reactants are [C:1]([C:3]1[C:15]2[C:14]3[C:9](=[CH:10][CH:11]=[C:12]([C:16]4[CH:21]=[CH:20][C:19]([N:22]5[CH2:27][CH2:26][N:25]([CH3:28])[CH2:24][CH2:23]5)=[CH:18][CH:17]=4)[CH:13]=3)[NH:8][C:7]=2[N:6]=[CH:5][CH:4]=1)#[CH:2].[N:29]([CH2:32][C:33]1[CH:38]=[CH:37][C:36]([CH3:39])=[CH:35][CH:34]=1)=[N+:30]=[N-:31].C(N(C(C)C)CC)(C)C. The catalyst is CN(C=O)C.[Cu]I. The product is [CH3:39][C:36]1[CH:35]=[CH:34][C:33]([CH2:32][N:29]2[CH:2]=[C:1]([C:3]3[C:15]4[C:14]5[C:9](=[CH:10][CH:11]=[C:12]([C:16]6[CH:17]=[CH:18][C:19]([N:22]7[CH2:23][CH2:24][N:25]([CH3:28])[CH2:26][CH2:27]7)=[CH:20][CH:21]=6)[CH:13]=5)[NH:8][C:7]=4[N:6]=[CH:5][CH:4]=3)[N:31]=[N:30]2)=[CH:38][CH:37]=1. The yield is 0.660.